This data is from Full USPTO retrosynthesis dataset with 1.9M reactions from patents (1976-2016). The task is: Predict the reactants needed to synthesize the given product. (1) Given the product [Br:18][CH2:17][C:10]1[S:11][C:12]([C:13]([O:15][CH3:16])=[O:14])=[C:8]([C:3]2[CH:4]=[CH:5][CH:6]=[CH:7][C:2]=2[Cl:1])[N:9]=1, predict the reactants needed to synthesize it. The reactants are: [Cl:1][C:2]1[CH:7]=[CH:6][CH:5]=[CH:4][C:3]=1[C:8]1[N:9]=[C:10]([CH3:17])[S:11][C:12]=1[C:13]([O:15][CH3:16])=[O:14].[Br:18]N1C(=O)CCC1=O. (2) Given the product [Cl:1][C:2]1[CH:3]=[CH:4][C:5]([CH:8]2[CH2:12][O:11][C:10]([C:17]3[CH:30]=[CH:29][C:20]([NH2:21])=[C:19]([CH3:31])[CH:18]=3)([C:13]([F:16])([F:14])[F:15])[O:9]2)=[CH:6][CH:7]=1, predict the reactants needed to synthesize it. The reactants are: [Cl:1][C:2]1[CH:7]=[CH:6][C:5]([CH:8]2[CH2:12][O:11][C:10]([C:17]3[CH:30]=[CH:29][C:20]([NH:21]C(=O)OC(C)(C)C)=[C:19]([CH3:31])[CH:18]=3)([C:13]([F:16])([F:15])[F:14])[O:9]2)=[CH:4][CH:3]=1.FC(F)(F)C(O)=O. (3) Given the product [NH2:1][C:2]1[C:3]2[CH:11]=[CH:10][N:9]([C@@H:12]3[O:16][C@@:15]([CH2:19][OH:20])([CH:17]=[O:18])[C@@H:14]([O:21][Si:22]([C:25]([CH3:28])([CH3:27])[CH3:26])([CH3:23])[CH3:24])[CH2:13]3)[C:4]=2[N:5]=[C:6]([Cl:8])[N:7]=1, predict the reactants needed to synthesize it. The reactants are: [NH2:1][C:2]1[C:3]2[CH:11]=[CH:10][N:9]([C@@H:12]3[O:16][C:15]([CH2:19][OH:20])([CH2:17][OH:18])[C@@H:14]([O:21][Si:22]([C:25]([CH3:28])([CH3:27])[CH3:26])([CH3:24])[CH3:23])[CH2:13]3)[C:4]=2[N:5]=[C:6]([Cl:8])[N:7]=1. (4) The reactants are: [Si]([O:18][C@H:19]1[CH2:23][N:22]([C:24]([O:26][C:27]([CH3:30])([CH3:29])[CH3:28])=[O:25])[C@@H:21]([CH2:31][O:32][CH3:33])[CH2:20]1)(C(C)(C)C)(C1C=CC=CC=1)C1C=CC=CC=1.[F-].C([N+](CCCC)(CCCC)CCCC)CCC. Given the product [OH:18][C@H:19]1[CH2:23][N:22]([C:24]([O:26][C:27]([CH3:28])([CH3:29])[CH3:30])=[O:25])[C@@H:21]([CH2:31][O:32][CH3:33])[CH2:20]1, predict the reactants needed to synthesize it. (5) Given the product [O:19]=[C:17]1[C:16]2[C:15](=[CH:23][CH:22]=[CH:21][CH:20]=2)[C:14](=[O:24])[N:18]1[CH2:2][CH2:3][CH2:4][O:5][C:6]1[CH:13]=[CH:12][C:9]([C:10]#[N:11])=[CH:8][CH:7]=1, predict the reactants needed to synthesize it. The reactants are: Br[CH2:2][CH2:3][CH2:4][O:5][C:6]1[CH:13]=[CH:12][C:9]([C:10]#[N:11])=[CH:8][CH:7]=1.[C:14]1(=[O:24])[NH:18][C:17](=[O:19])[C:16]2=[CH:20][CH:21]=[CH:22][CH:23]=[C:15]12.[K]. (6) Given the product [Br:15][C:16]1[CH:28]=[CH:27][C:26]2[C:25]3[C:20](=[CH:21][CH:22]=[CH:23][CH:24]=3)[C:19]([C:3]3[CH:8]=[CH:7][CH:6]=[CH:5][C:4]=3[C:9]3[CH:14]=[CH:13][CH:12]=[CH:11][CH:10]=3)([OH:30])[C:18]=2[CH:17]=1, predict the reactants needed to synthesize it. The reactants are: [Mg].Br[C:3]1[CH:8]=[CH:7][CH:6]=[CH:5][C:4]=1[C:9]1[CH:14]=[CH:13][CH:12]=[CH:11][CH:10]=1.[Br:15][C:16]1[C:17](=O)[C:18]2[C:26](=[CH:27][CH:28]=1)[C:25]1[C:20](=[CH:21][CH:22]=[CH:23][CH:24]=1)[CH:19]=2.[O:30]1CCCC1. (7) Given the product [N+:15]([C:18]1[C:19]2[N:20]([CH:2]=[C:3]([C:5]3[CH:10]=[CH:9][CH:8]=[C:7]([C:11]([F:14])([F:13])[F:12])[CH:6]=3)[N:24]=2)[CH:21]=[CH:22][CH:23]=1)([O-:17])=[O:16], predict the reactants needed to synthesize it. The reactants are: Br[CH2:2][C:3]([C:5]1[CH:10]=[CH:9][CH:8]=[C:7]([C:11]([F:14])([F:13])[F:12])[CH:6]=1)=O.[N+:15]([C:18]1[C:19]([NH2:24])=[N:20][CH:21]=[CH:22][CH:23]=1)([O-:17])=[O:16].